This data is from Full USPTO retrosynthesis dataset with 1.9M reactions from patents (1976-2016). The task is: Predict the reactants needed to synthesize the given product. (1) Given the product [N:15]1([CH2:34][CH2:35][C:36]2[NH:37][C:38]([C:41]3[CH:42]=[C:43]([CH:48]=[CH:49][C:50]=3[CH3:51])[C:44]([O:46][CH3:47])=[O:45])=[CH:39][N:40]=2)[CH2:18][CH2:19][CH2:20]1, predict the reactants needed to synthesize it. The reactants are: ClCCC1NC(C2C=C(C=CC=2C)C([N:15]2[CH2:20][CH2:19][CH:18](C3C=CC(C#N)=CC=3)CC2)=O)=C(C)N=1.O[CH2:34][CH2:35][C:36]1[NH:37][C:38]([C:41]2[CH:42]=[C:43]([CH:48]=[CH:49][C:50]=2[CH3:51])[C:44]([O:46][CH3:47])=[O:45])=[CH:39][N:40]=1.OCCC1NC(C2C=C(C=CC=2C)C(N2CCC(C3C=CC(C#N)=CC=3)CC2)=O)=C(C)N=1.N1CCC1. (2) Given the product [OH:1][C@H:2]1[CH2:20][C@@:19]2([CH3:21])[C@@H:13]([CH2:14][CH2:15][C@@H:16]2[C:17](=[O:41])[CH3:18])[C@H:12]2[C@H:3]1[C@:4]1([CH3:23])[C:9](=[CH:10][CH2:11]2)[CH:8]=[C:7]([O:22][CH2:26][CH3:27])[CH2:6][CH2:5]1, predict the reactants needed to synthesize it. The reactants are: [OH:1][C@H:2]1[CH2:20][C@@:19]2([CH3:21])[C@@H:13]([CH2:14][CH2:15][C@@H:16]2[CH2:17][CH3:18])[C@H:12]2[C@H:3]1[C@:4]1([CH3:23])[C:9]([CH2:10][CH2:11]2)=[CH:8][C:7](=[O:22])[CH2:6][CH2:5]1.C(OCC)(OCC)O[CH2:26][CH3:27].C1(C)C=CC(S(O)(=O)=[O:41])=CC=1.C(=O)(O)[O-].[Na+]. (3) Given the product [O:5]1[C:7]2([CH2:12][CH2:11][CH2:10][CH2:9][CH2:8]2)[C@@H:13]1[CH2:14][OH:15], predict the reactants needed to synthesize it. The reactants are: CC([O:5]O)(C)C.[C:7]1(=[CH:13][CH2:14][OH:15])[CH2:12][CH2:11][CH2:10][CH2:9][CH2:8]1. (4) Given the product [F:1][C:2]1[CH:7]=[C:6]([C:8]([OH:10])=[O:9])[CH:5]=[CH:4][C:3]=1[C:12]1[CH:17]=[CH:16][C:15]([O:18][CH2:19][CH:20]2[CH2:21][CH2:22][N:23]([CH2:26][C:27]([F:30])([CH3:28])[CH3:29])[CH2:24][CH2:25]2)=[C:14]([F:31])[CH:13]=1, predict the reactants needed to synthesize it. The reactants are: [F:1][C:2]1[CH:7]=[C:6]([C:8]([O:10]C)=[O:9])[CH:5]=[CH:4][C:3]=1[C:12]1[CH:17]=[CH:16][C:15]([O:18][CH2:19][CH:20]2[CH2:25][CH2:24][N:23]([CH2:26][C:27]([F:30])([CH3:29])[CH3:28])[CH2:22][CH2:21]2)=[C:14]([F:31])[CH:13]=1.O.O[Li].O.Cl. (5) Given the product [ClH:27].[NH2:15][CH2:16][C@H:17]([C:21]1[CH:22]=[CH:23][C:24]([Cl:27])=[CH:25][CH:26]=1)[C:18]([OH:20])=[O:19], predict the reactants needed to synthesize it. The reactants are: Cl.O1CCOCC1.C(OC([NH:15][CH2:16][C@H:17]([C:21]1[CH:26]=[CH:25][C:24]([Cl:27])=[CH:23][CH:22]=1)[C:18]([OH:20])=[O:19])=O)(C)(C)C.O1CCOCC1. (6) Given the product [F:35][CH:36]([F:42])[C:37]1[N:13]([C:11]2[N:12]=[C:7]([N:1]3[CH2:6][CH2:5][O:4][CH2:3][CH2:2]3)[C:8]3[N:23]=[C:22]([CH2:24][N:25]4[CH2:28][CH:27]([N:29]5[CH2:34][CH2:33][O:32][CH2:31][CH2:30]5)[CH2:26]4)[S:21][C:9]=3[N:10]=2)[C:14]2[CH:19]=[CH:18][CH:17]=[CH:16][C:15]=2[N:20]=1, predict the reactants needed to synthesize it. The reactants are: [N:1]1([C:7]2[C:8]3[N:23]=[C:22]([CH2:24][N:25]4[CH2:28][CH:27]([N:29]5[CH2:34][CH2:33][O:32][CH2:31][CH2:30]5)[CH2:26]4)[S:21][C:9]=3[N:10]=[C:11]([NH:13][C:14]3[C:15]([NH2:20])=[CH:16][CH:17]=[CH:18][CH:19]=3)[N:12]=2)[CH2:6][CH2:5][O:4][CH2:3][CH2:2]1.[F:35][CH:36]([F:42])[C:37](OCC)=O. (7) Given the product [ClH:8].[CH3:1][C:2]1[N:3]=[C:4]([NH:7][C:9]2[CH:14]=[C:13]([S:15][C:16]3[CH:21]=[CH:20][CH:19]=[CH:18][N:17]=3)[CH:12]=[CH:11][N:10]=2)[S:5][CH:6]=1, predict the reactants needed to synthesize it. The reactants are: [CH3:1][C:2]1[N:3]=[C:4]([NH2:7])[S:5][CH:6]=1.[Cl:8][C:9]1[CH:14]=[C:13]([S:15][C:16]2[CH:21]=[CH:20][CH:19]=[CH:18][N:17]=2)[CH:12]=[CH:11][N:10]=1.P([O-])([O-])([O-])=O.[K+].[K+].[K+].C1(P(C2C=CC=CC=2)C2C3OC4C(=CC=CC=4P(C4C=CC=CC=4)C4C=CC=CC=4)C(C)(C)C=3C=CC=2)C=CC=CC=1. (8) Given the product [N:12]1[N:13]=[N:14][N:7]2[CH:6]([C:8]([O:10][CH3:11])=[O:9])[CH2:5][CH2:4][C:3]=12, predict the reactants needed to synthesize it. The reactants are: CO[C:3]1[CH2:4][CH2:5][CH:6]([C:8]([O:10][CH3:11])=[O:9])[N:7]=1.[N-:12]=[N+:13]=[N-:14].[Na+].C(=O)([O-])[O-].[K+].[K+]. (9) The reactants are: [Br:1][C:2]1[CH:8]=[CH:7][C:5](N)=[C:4]([S:9][C:10]2[CH:15]=[CH:14][CH:13]=[CH:12][C:11]=2[F:16])[CH:3]=1.N([O-])=O.[Na+].F[B-](F)(F)F.[Na+].C(OCC)(=O)C. Given the product [Br:1][C:2]1[CH:8]=[CH:7][C:5]2[C:15]3[CH:14]=[CH:13][CH:12]=[C:11]([F:16])[C:10]=3[S:9][C:4]=2[CH:3]=1, predict the reactants needed to synthesize it. (10) The reactants are: [F:1][C:2]1[CH:7]=[CH:6][C:5]([C:8]([CH3:12])([CH3:11])[C:9]#[N:10])=[CH:4][CH:3]=1.[H-].[Al+3].[Li+].[H-].[H-].[H-].O.[OH-].[Na+]. Given the product [F:1][C:2]1[CH:3]=[CH:4][C:5]([C:8]([CH3:12])([CH3:11])[CH2:9][NH2:10])=[CH:6][CH:7]=1, predict the reactants needed to synthesize it.